Dataset: Full USPTO retrosynthesis dataset with 1.9M reactions from patents (1976-2016). Task: Predict the reactants needed to synthesize the given product. The reactants are: [Na].[C:2]([O:12][CH2:13][CH3:14])(=[O:11])[CH2:3][C:4]([C:6]([O:8]CC)=O)=O.C1(C)C=CC=CC=1.Cl.[CH3:23][C:24]1[CH:29]=[CH:28][CH:27]=[CH:26][C:25]=1[NH:30][NH2:31]. Given the product [OH:8][C:6]1[N:30]([C:25]2[CH:26]=[CH:27][CH:28]=[CH:29][C:24]=2[CH3:23])[N:31]=[C:3]([C:2]([O:12][CH2:13][CH3:14])=[O:11])[CH:4]=1, predict the reactants needed to synthesize it.